This data is from Reaction yield outcomes from USPTO patents with 853,638 reactions. The task is: Predict the reaction yield, written as a fraction of the theoretical maximum amount of product (1.0 means a 100% yield; for example, 0.34 means a 34% yield). (1) The reactants are [CH2:1]([C:8]1[C:9]([NH:21][CH:22]([CH2:26][CH2:27][CH2:28][CH3:29])[C:23](O)=[O:24])=[N:10][CH:11]=[C:12]([C:14]2[CH:19]=[CH:18][C:17]([OH:20])=[CH:16][CH:15]=2)[N:13]=1)[C:2]1[CH:7]=[CH:6][CH:5]=[CH:4][CH:3]=1.N1C=CC=CC=1.C1(N=C=NC2CCCCC2)CCCCC1. The catalyst is C(Cl)Cl. The product is [CH2:1]([C:8]1[NH:13][C:12]([C:14]2[CH:19]=[CH:18][C:17]([OH:20])=[CH:16][CH:15]=2)=[CH:11][N:10]2[C:23](=[O:24])[C:22]([CH2:26][CH2:27][CH2:28][CH3:29])=[N:21][C:9]=12)[C:2]1[CH:7]=[CH:6][CH:5]=[CH:4][CH:3]=1. The yield is 0.890. (2) The product is [CH3:1][CH:2]([CH3:22])[CH2:3][CH2:4][NH:5][C:6]1[C:19]2[C:18](=[O:20])[C:17]3[C:12](=[CH:13][CH:14]=[CH:15][CH:16]=3)[C:11](=[O:21])[C:10]=2[C:9]([OH:24])=[CH:8][CH:7]=1. The catalyst is [BH4-].[Na+]. The reactants are [CH3:1][CH:2]([CH3:22])[CH2:3][CH2:4][NH:5][C:6]1[C:19]2[C:18](=[O:20])[C:17]3[C:12](=[CH:13][CH:14]=[CH:15][CH:16]=3)[C:11](=[O:21])[C:10]=2[CH:9]=[CH:8][CH:7]=1.C[O:24]CC(O)C.CN1CCOCC1.N1CCCCC1.C1C=CC2C(=O)C3C(=C(O)C=CC=3O)C(=O)C=2C=1.[BH4-].[Na+]. The yield is 0.550.